From a dataset of Peptide-MHC class II binding affinity with 134,281 pairs from IEDB. Regression. Given a peptide amino acid sequence and an MHC pseudo amino acid sequence, predict their binding affinity value. This is MHC class II binding data. (1) The peptide sequence is WELGLSPQQICTNFK. The MHC is DRB4_0101 with pseudo-sequence DRB4_0103. The binding affinity (normalized) is 0.744. (2) The peptide sequence is FVQALTTAAASYASV. The binding affinity (normalized) is 0.243. The MHC is DRB1_0301 with pseudo-sequence DRB1_0301. (3) The peptide sequence is EMTYKNKVVKVLRPA. The MHC is HLA-DQA10601-DQB10402 with pseudo-sequence HLA-DQA10601-DQB10402. The binding affinity (normalized) is 0.454. (4) The peptide sequence is QELQIVDKIDAAFKI. The MHC is DRB3_0202 with pseudo-sequence DRB3_0202. The binding affinity (normalized) is 0.168. (5) The peptide sequence is AFALVLLFCALASSC. The MHC is DRB1_0405 with pseudo-sequence DRB1_0405. The binding affinity (normalized) is 0.182. (6) The peptide sequence is VNTLRFLVKNAGYLV. The MHC is DRB1_1101 with pseudo-sequence DRB1_1101. The binding affinity (normalized) is 0.891. (7) The peptide sequence is CFKYLLIQGHYDQKL. The MHC is DRB4_0101 with pseudo-sequence DRB4_0103. The binding affinity (normalized) is 0.867.